This data is from Full USPTO retrosynthesis dataset with 1.9M reactions from patents (1976-2016). The task is: Predict the reactants needed to synthesize the given product. (1) Given the product [CH3:23][O:24][C:25]1[CH:26]=[C:27]([CH:31]=[CH:32][C:33]=1[O:34][CH3:35])[C:28]([NH:22][C:11]1[S:12][C:13]([CH2:14][CH2:15][C:16]2[CH:17]=[CH:18][CH:19]=[CH:20][CH:21]=2)=[C:9]([C:6]2[CH:5]=[CH:4][C:3]([O:2][CH3:1])=[CH:8][CH:7]=2)[N:10]=1)=[O:29], predict the reactants needed to synthesize it. The reactants are: [CH3:1][O:2][C:3]1[CH:8]=[CH:7][C:6]([C:9]2[N:10]=[C:11]([NH2:22])[S:12][C:13]=2[CH2:14][CH2:15][C:16]2[CH:21]=[CH:20][CH:19]=[CH:18][CH:17]=2)=[CH:5][CH:4]=1.[CH3:23][O:24][C:25]1[CH:26]=[C:27]([CH:31]=[CH:32][C:33]=1[O:34][CH3:35])[C:28](Cl)=[O:29]. (2) The reactants are: [Br:1][C:2]1[CH:8]=[CH:7][C:6]([F:9])=[CH:5][C:3]=1[NH2:4].[N+](C1C=C(S(O)(=O)=O)C=CC=1)([O-])=O.P(=O)(O)(O)O.[CH2:28]([C:32](=[CH2:35])[CH:33]=O)[CH2:29][CH2:30][CH3:31].O.N. Given the product [Br:1][C:2]1[CH:8]=[CH:7][C:6]([F:9])=[C:5]2[C:3]=1[N:4]=[CH:35][C:32]([CH2:28][CH2:29][CH2:30][CH3:31])=[CH:33]2, predict the reactants needed to synthesize it. (3) The reactants are: F[C:2]1[CH:3]=[C:4]([C:9]2[O:13][N:12]=[C:11]([C:14]([N:16]3[CH2:21][C@H:20]([CH2:22][CH:23]([CH3:25])[CH3:24])[NH:19][C:18](=[O:26])[C@@H:17]3[CH2:27][CH:28]([CH3:30])[CH3:29])=[O:15])[CH:10]=2)[CH:5]=[CH:6][C:7]=1[F:8].C([C@@H]1NC[C@H](CC(C)C)NC1=O)C(C)C.C(OC(C1C=C(C2C=CC(F)=C([Cl:63])C=2)ON=1)=O)C. Given the product [Cl:63][C:2]1[CH:3]=[C:4]([C:9]2[O:13][N:12]=[C:11]([C:14]([N:16]3[CH2:21][C@H:20]([CH2:22][CH:23]([CH3:25])[CH3:24])[NH:19][C:18](=[O:26])[C@@H:17]3[CH2:27][CH:28]([CH3:30])[CH3:29])=[O:15])[CH:10]=2)[CH:5]=[CH:6][C:7]=1[F:8], predict the reactants needed to synthesize it.